Dataset: CYP3A4 inhibition data for predicting drug metabolism from PubChem BioAssay. Task: Regression/Classification. Given a drug SMILES string, predict its absorption, distribution, metabolism, or excretion properties. Task type varies by dataset: regression for continuous measurements (e.g., permeability, clearance, half-life) or binary classification for categorical outcomes (e.g., BBB penetration, CYP inhibition). Dataset: cyp3a4_veith. (1) The drug is OCCN[C@@H]1c2cc(Cl)ccc2-c2c(Cl)cc(Cl)cc21. The result is 0 (non-inhibitor). (2) The drug is N#C/C(=C\c1ccc(O)c(O)c1)C(=O)NCCCNC(=O)/C(C#N)=C/c1ccc(O)c(O)c1. The result is 1 (inhibitor). (3) The molecule is Cc1c(N(C)C)c(=O)n(-c2ccccc2)n1C. The result is 0 (non-inhibitor). (4) The compound is COC(=O)c1cc2n(n1)CCN(Cc1ccccc1F)C2=O. The result is 0 (non-inhibitor). (5) The drug is CCCSc1ccc2nc(NC(=O)OC)[nH]c2c1. The result is 0 (non-inhibitor). (6) The drug is COC(=O)N1CCC[C@@]2(CCN(C(=O)NC(C)C)C2)C1. The result is 0 (non-inhibitor).